Task: Predict the reactants needed to synthesize the given product.. Dataset: Full USPTO retrosynthesis dataset with 1.9M reactions from patents (1976-2016) (1) Given the product [C:30]1([CH:29]([C:36]2[CH:37]=[CH:38][CH:39]=[CH:40][CH:41]=2)[CH2:28][NH:27][C:23]2[N:22]=[C:21]([N:42]3[CH:43]=[C:44]([NH:47][C:48]([NH:50][C:51]4[CH:52]=[N:53][CH:54]=[CH:55][CH:56]=4)=[O:49])[N:60]=[CH:46]3)[N:20]=[C:19]3[C:24]=2[N:25]=[CH:26][N:18]3[C@@H:16]2[CH2:17][C@H:13]([NH:12][C:10](=[O:11])[CH2:9][OH:8])[C@@H:14]([OH:58])[C@H:15]2[OH:57])[CH:31]=[CH:32][CH:33]=[CH:34][CH:35]=1, predict the reactants needed to synthesize it. The reactants are: C([O:8][C@H:9](C)[C:10]([NH:12][C@H:13]1[CH2:17][C@@H:16]([N:18]2[CH:26]=[N:25][C:24]3[C:19]2=[N:20][C:21]([N:42]2[CH2:46]C[C@@H:44]([NH:47][C:48]([NH:50][C:51]4[CH:52]=[N:53][CH:54]=[CH:55][CH:56]=4)=[O:49])[CH2:43]2)=[N:22][C:23]=3[NH:27][CH2:28][CH:29]([C:36]2[CH:41]=[CH:40][CH:39]=[CH:38][CH:37]=2)[C:30]2[CH:35]=[CH:34][CH:33]=[CH:32][CH:31]=2)[C@H:15]([OH:57])[C@@H:14]1[OH:58])=[O:11])C1C=CC=CC=1.[NH2:60][C@@H]1CCN(C2N=C3C(N=CN3[C@@H]3C[C@H](NC(=O)[C@H](OCC4C=CC=CC=4)C)[C@@H](O)[C@H]3O)=C(NCC(C3C=CC=CC=3)C3C=CC=CC=3)N=2)C1. (2) Given the product [CH3:1][C:2]1[CH:11]=[CH:10][C:9]2[C:4](=[CH:5][CH:6]=[CH:7][CH:8]=2)[C:3]=1[C:12]1[CH:13]=[C:14]([CH:29]=[CH:30][CH:31]=1)[CH2:15][O:16][C:17]1[CH:22]=[CH:21][C:20]([CH2:23][CH2:24][C:25]([OH:27])=[O:26])=[CH:19][CH:18]=1, predict the reactants needed to synthesize it. The reactants are: [CH3:1][C:2]1[CH:11]=[CH:10][C:9]2[C:4](=[CH:5][CH:6]=[CH:7][CH:8]=2)[C:3]=1[C:12]1[CH:13]=[C:14]([CH:29]=[CH:30][CH:31]=1)[CH2:15][O:16][C:17]1[CH:22]=[CH:21][C:20]([CH2:23][CH2:24][C:25]([O:27]C)=[O:26])=[CH:19][CH:18]=1.[OH-].[Na+].O.C(O)(=O)CC(CC(O)=O)(C(O)=O)O. (3) The reactants are: [NH2:1][C:2]1[C:7]([C@H:8]2[CH2:13][CH2:12][CH2:11][CH2:10][C@@H:9]2[O:14][C:15]2[C:20]([F:21])=[CH:19][C:18]([S:22]([N:25](CC3C=CC(OC)=CC=3OC)[C:26]3[CH:31]=[CH:30][N:29]=[CH:28][N:27]=3)(=[O:24])=[O:23])=[C:17]([F:43])[CH:16]=2)=[CH:6][CH:5]=[CH:4][N:3]=1.C([SiH](CC)CC)C.FC(F)(F)C(O)=O. Given the product [NH2:1][C:2]1[C:7]([C@H:8]2[CH2:13][CH2:12][CH2:11][CH2:10][C@@H:9]2[O:14][C:15]2[C:20]([F:21])=[CH:19][C:18]([S:22]([NH:25][C:26]3[CH:31]=[CH:30][N:29]=[CH:28][N:27]=3)(=[O:23])=[O:24])=[C:17]([F:43])[CH:16]=2)=[CH:6][CH:5]=[CH:4][N:3]=1, predict the reactants needed to synthesize it. (4) Given the product [CH3:3][N:4]1[C:8]2[CH:9]=[CH:10][C:11]([C:13]3[CH:18]=[CH:17][CH:16]=[C:15]([C:19]([F:20])([F:22])[F:21])[CH:14]=3)=[CH:12][C:7]=2[N:6]=[C:5]1[NH:23][C:34]([C:32]1[N:33]=[C:29]2[CH:28]=[CH:27][CH:26]=[C:25]([CH3:24])[N:30]2[CH:31]=1)=[O:35], predict the reactants needed to synthesize it. The reactants are: Br.Br.[CH3:3][N:4]1[C:8]2[CH:9]=[CH:10][C:11]([C:13]3[CH:18]=[CH:17][CH:16]=[C:15]([C:19]([F:22])([F:21])[F:20])[CH:14]=3)=[CH:12][C:7]=2[N:6]=[C:5]1[NH2:23].[CH3:24][C:25]1[N:30]2[CH:31]=[C:32]([C:34](O)=[O:35])[N:33]=[C:29]2[CH:28]=[CH:27][CH:26]=1.CN(C(ON1N=NC2C=CC=CC1=2)=[N+](C)C)C.F[P-](F)(F)(F)(F)F.CCN(C(C)C)C(C)C.C([O-])(O)=O.[Na+]. (5) Given the product [C:16]([C:2]1[C:3]([NH2:8])=[N:4][CH:5]=[CH:6][CH:7]=1)#[N:17], predict the reactants needed to synthesize it. The reactants are: Br[C:2]1[C:3]([NH2:8])=[N:4][CH:5]=[CH:6][CH:7]=1.O.CCOC(C)=O.[CH3:16][N:17](C=O)C. (6) The reactants are: [C:1]([C:5]1[CH:6]=[C:7]([N+:15]([O-:17])=[O:16])[C:8]([O:13][CH3:14])=[C:9]([CH:12]=1)[CH:10]=[O:11])([CH3:4])([CH3:3])[CH3:2].[CH2:18](O)[CH2:19][OH:20]. Given the product [C:1]([C:5]1[CH:6]=[C:7]([N+:15]([O-:17])=[O:16])[C:8]([O:13][CH3:14])=[C:9]([CH:10]2[O:20][CH2:19][CH2:18][O:11]2)[CH:12]=1)([CH3:4])([CH3:2])[CH3:3], predict the reactants needed to synthesize it. (7) Given the product [CH3:29][O:30][C:31]1[CH:32]=[C:33]([NH:37][CH:2]([C:23]2[CH:28]=[CH:27][CH:26]=[CH:25][CH:24]=2)[C:3]([C:5]2[C:13]3[C:8](=[CH:9][CH:10]=[CH:11][CH:12]=3)[N:7]([S:14]([C:17]3[N:18]=[CH:19][N:20]([CH3:22])[CH:21]=3)(=[O:16])=[O:15])[CH:6]=2)=[O:4])[CH:34]=[CH:35][CH:36]=1, predict the reactants needed to synthesize it. The reactants are: Cl[CH:2]([C:23]1[CH:28]=[CH:27][CH:26]=[CH:25][CH:24]=1)[C:3]([C:5]1[C:13]2[C:8](=[CH:9][CH:10]=[CH:11][CH:12]=2)[N:7]([S:14]([C:17]2[N:18]=[CH:19][N:20]([CH3:22])[CH:21]=2)(=[O:16])=[O:15])[CH:6]=1)=[O:4].[CH3:29][O:30][C:31]1[CH:36]=[CH:35][CH:34]=[C:33]([NH2:37])[CH:32]=1.